From a dataset of Forward reaction prediction with 1.9M reactions from USPTO patents (1976-2016). Predict the product of the given reaction. (1) Given the reactants [CH3:1][O:2][C:3]1[CH:13]=[C:12]([N+:14]([O-:16])=[O:15])[CH:11]=[CH:10][C:4]=1[O:5][CH2:6][CH:7]([OH:9])[CH3:8].[CH3:17][Si:18]([CH2:21][CH2:22][O:23][CH2:24]Cl)([CH3:20])[CH3:19].CCN(C(C)C)C(C)C.N#N, predict the reaction product. The product is: [CH3:1][O:2][C:3]1[CH:13]=[C:12]([N+:14]([O-:16])=[O:15])[CH:11]=[CH:10][C:4]=1[O:5][CH2:6][CH:7]([O:9][CH2:24][O:23][CH2:22][CH2:21][Si:18]([CH3:20])([CH3:19])[CH3:17])[CH3:8]. (2) Given the reactants [CH3:1][O:2][C:3]1[CH:8]=[C:7]([C:9]([O:11][CH3:12])=[O:10])[CH:6]=[CH:5][C:4]=1[C:13]([O:15]C)=[O:14].[OH-].[K+].[CH2:19](OC(C1C=CC(C(O)=O)=CC=1OC)=O)C, predict the reaction product. The product is: [CH2:12]([O:11][C:9]([C:7]1[CH:6]=[CH:5][C:4]([C:13]([OH:15])=[O:14])=[C:3]([O:2][CH3:1])[CH:8]=1)=[O:10])[CH3:19]. (3) Given the reactants [Cl:1][C:2]1[CH:7]=[CH:6][C:5]([C:8]2[C:9]3[CH2:17][NH:16][CH2:15][C:10]=3[N:11]=[C:12]([NH2:14])[N:13]=2)=[C:4]([CH3:18])[CH:3]=1.ClC1C=CC(B(O)O)=C(C)C=1.C(N(CC)CC)C.[CH2:37]([S:40](Cl)(=[O:42])=[O:41])[CH2:38][CH3:39], predict the reaction product. The product is: [Cl:1][C:2]1[CH:7]=[CH:6][C:5]([C:8]2[C:9]3[CH2:17][N:16]([S:40]([CH2:37][CH2:38][CH3:39])(=[O:42])=[O:41])[CH2:15][C:10]=3[N:11]=[C:12]([NH2:14])[N:13]=2)=[C:4]([CH3:18])[CH:3]=1. (4) Given the reactants [CH3:1][CH:2]1[CH2:7][CH2:6][CH2:5][N:4]([C:8]2[O:9][C:10]([C:17]([NH:19][C:20]3[CH:25]=[CH:24][C:23]([C:26]4[CH:31]=[CH:30][C:29]([C:32]([O:34]C)=[O:33])=[CH:28][CH:27]=4)=[CH:22][CH:21]=3)=[O:18])=[C:11]([C:13]([F:16])([F:15])[F:14])[N:12]=2)[CH2:3]1.CO.O.O.[OH-].[Li+], predict the reaction product. The product is: [CH3:1][CH:2]1[CH2:7][CH2:6][CH2:5][N:4]([C:8]2[O:9][C:10]([C:17]([NH:19][C:20]3[CH:25]=[CH:24][C:23]([C:26]4[CH:27]=[CH:28][C:29]([C:32]([OH:34])=[O:33])=[CH:30][CH:31]=4)=[CH:22][CH:21]=3)=[O:18])=[C:11]([C:13]([F:15])([F:16])[F:14])[N:12]=2)[CH2:3]1. (5) The product is: [C:17]([N:11]1[C:10]2[C:9](=[CH:8][C:7]([F:6])=[CH:13][CH:12]=2)[C@H:31]([NH:34][C:35](=[O:44])[O:36][CH2:37][C:38]2[CH:39]=[CH:40][CH:41]=[CH:42][CH:43]=2)[C@@H:32]([CH3:33])[C@@H:4]1[CH:1]1[CH2:2][CH2:3]1)(=[O:16])[CH3:18]. Given the reactants [CH:1]1([CH:4]=O)[CH2:3][CH2:2]1.[F:6][C:7]1[CH:13]=[CH:12][C:10]([NH2:11])=[CH:9][CH:8]=1.P(O)(OC1C=CC=CC=1)([O:16][C:17]1C=CC=C[CH:18]=1)=O.[CH:31](/[NH:34][C:35](=[O:44])[O:36][CH2:37][C:38]1[CH:43]=[CH:42][CH:41]=[CH:40][CH:39]=1)=[CH:32]\[CH3:33], predict the reaction product. (6) Given the reactants [OH:1][C:2]1[CH:12]=[C:6]2[C:7]([NH:9][C:10](=[O:11])[C:5]2=[CH:4][CH:3]=1)=O, predict the reaction product. The product is: [OH:1][C:2]1[CH:12]=[C:6]2[C:5](=[CH:4][CH:3]=1)[C:10](=[O:11])[NH:9][CH2:7]2. (7) Given the reactants C(OC(=O)[NH:10][C@H:11]1[CH2:14][NH:13][C:12]1=[O:15])C1C=CC=CC=1.C1CCC=CC=1.[CH3:23][C:24]([OH:26])=[O:25].C1COCC1, predict the reaction product. The product is: [C:24]([O-:26])(=[O:25])[CH3:23].[O:15]=[C:12]1[C@@H:11]([NH3+:10])[CH2:14][NH:13]1.